The task is: Predict the reactants needed to synthesize the given product.. This data is from Full USPTO retrosynthesis dataset with 1.9M reactions from patents (1976-2016). (1) Given the product [Si:1]([O:8][C:9]1[CH:10]=[C:11]2[C:15](=[CH:16][CH:17]=1)[N:14]([CH:18]1[CH2:23][CH2:22][CH2:21][CH2:20][O:19]1)[N:13]=[C:12]2[CH:24]=[O:25])([C:4]([CH3:7])([CH3:5])[CH3:6])([CH3:2])[CH3:3], predict the reactants needed to synthesize it. The reactants are: [Si:1]([O:8][C:9]1[CH:10]=[C:11]2[C:15](=[CH:16][CH:17]=1)[N:14]([CH:18]1[CH2:23][CH2:22][CH2:21][CH2:20][O:19]1)[N:13]=[C:12]2[CH2:24][OH:25])([C:4]([CH3:7])([CH3:6])[CH3:5])([CH3:3])[CH3:2]. (2) Given the product [Cl:29][C:28]1[C:19]([CH2:18][N:14]2[CH2:15][CH2:16][CH2:17][C@H:12]([NH:11][CH2:2][CH2:3][OH:4])[CH2:13]2)=[C:20]([C:44]([F:45])([F:46])[F:47])[CH:21]=[C:22]2[C:27]=1[N:26]=[CH:25][N:24]([CH2:30][C:31]1[CH:36]=[C:35]([Cl:37])[CH:34]=[CH:33][C:32]=1[S:38]([CH2:41][CH3:42])(=[O:40])=[O:39])[C:23]2=[O:43], predict the reactants needed to synthesize it. The reactants are: Br[CH2:2][CH2:3][OH:4].C(=O)([O-])[O-].[K+].[K+].[NH2:11][C@H:12]1[CH2:17][CH2:16][CH2:15][N:14]([CH2:18][C:19]2[C:28]([Cl:29])=[C:27]3[C:22]([C:23](=[O:43])[N:24]([CH2:30][C:31]4[CH:36]=[C:35]([Cl:37])[CH:34]=[CH:33][C:32]=4[S:38]([CH2:41][CH3:42])(=[O:40])=[O:39])[CH:25]=[N:26]3)=[CH:21][C:20]=2[C:44]([F:47])([F:46])[F:45])[CH2:13]1.O. (3) The reactants are: [F:1][C:2]([F:18])([F:17])[C:3]1[CH:8]=[CH:7][C:6]([NH:9][C:10](=[O:16])[CH2:11][C@@H:12]([OH:15])[CH2:13][CH3:14])=[CH:5][CH:4]=1.N1C=CC=CC=1.[CH3:25][C:26]1[CH:31]=[CH:30][C:29]([S:32](Cl)(=[O:34])=[O:33])=[CH:28][CH:27]=1. Given the product [F:1][C:2]([F:17])([F:18])[C:3]1[CH:8]=[CH:7][C:6]([NH:9][C:10](=[O:16])[CH2:11][C@@H:12]([O:15][S:32]([C:29]2[CH:30]=[CH:31][C:26]([CH3:25])=[CH:27][CH:28]=2)(=[O:34])=[O:33])[CH2:13][CH3:14])=[CH:5][CH:4]=1, predict the reactants needed to synthesize it. (4) Given the product [C:17]([CH2:19][C:20]1[C:28]2[C:27](=[O:29])[NH:26][C:25]([C:30]([NH:94][CH2:93][C:89]3[CH:90]=[CH:91][CH:92]=[C:87]([O:86][CH2:85][CH2:84][O:83][C:80]4[N:81]=[CH:82][NH:78][N:79]=4)[CH:88]=3)=[O:32])=[N:24][C:23]=2[S:22][CH:21]=1)#[N:18], predict the reactants needed to synthesize it. The reactants are: O=C1C2C(=CC=CC=2)N=C(C(OCC)=O)N1.[C:17]([CH2:19][C:20]1[C:28]2[C:27](=[O:29])[NH:26][C:25]([C:30]([O:32]CC)=O)=[N:24][C:23]=2[S:22][CH:21]=1)#[N:18].C1(C(C2C=CC=CC=2)(C2C=CC=CC=2)N2C=NC(CCCOC3C=C(CN)C=CN=3)=N2)C=CC=CC=1.C1(C(C2C=CC=CC=2)(C2C=CC=CC=2)[N:78]2[CH:82]=[N:81][C:80]([O:83][CH2:84][CH2:85][O:86][C:87]3[CH:88]=[C:89]([CH2:93][NH2:94])[CH:90]=[CH:91][CH:92]=3)=[N:79]2)C=CC=CC=1. (5) Given the product [CH3:10][C:7]1([CH3:11])[C:6]2[CH:12]=[C:2]([CH:16]=[O:17])[CH:3]=[C:4]([CH3:13])[C:5]=2[O:9][CH2:8]1, predict the reactants needed to synthesize it. The reactants are: Br[C:2]1[CH:3]=[C:4]([CH3:13])[C:5]2[O:9][CH2:8][C:7]([CH3:11])([CH3:10])[C:6]=2[CH:12]=1.C1C[O:17][CH2:16]C1.[Li]CCCC.CN(C=O)C.